From a dataset of TCR-epitope binding with 47,182 pairs between 192 epitopes and 23,139 TCRs. Binary Classification. Given a T-cell receptor sequence (or CDR3 region) and an epitope sequence, predict whether binding occurs between them. The epitope is FRYMNSQGL. The TCR CDR3 sequence is CASSAGTGKTQYF. Result: 0 (the TCR does not bind to the epitope).